Predict which catalyst facilitates the given reaction. From a dataset of Catalyst prediction with 721,799 reactions and 888 catalyst types from USPTO. (1) Reactant: Cl[CH2:2][C:3]([O-:5])=[O:4].C(Br)[CH2:7][CH2:8][CH2:9][CH2:10][CH2:11][CH2:12][CH2:13][CH2:14][CH3:15].[CH2:17]1O[CH2:18]1.[Mg].[C:21](=O)=O.[C:24](O)(=O)[CH3:25]. Product: [CH3:21][CH:9]([CH2:8][CH2:7][CH2:24][CH2:25][CH2:17][CH3:18])[CH2:10][CH2:11][CH2:12][CH2:13][CH2:14][CH2:15][CH2:2][C:3]([OH:5])=[O:4]. The catalyst class is: 45. (2) Reactant: [S:1]1[C:5]2[CH:6]=[CH:7][CH:8]=[CH:9][C:4]=2[CH:3]=[C:2]1[S:10]([NH:13][C:14]1[CH:19]=[C:18]([Cl:20])[CH:17]=[CH:16][C:15]=1[S:21][CH2:22][C:23]1[CH:32]=[CH:31][CH:30]=[CH:29][C:24]=1[C:25]([O:27]C)=[O:26])(=[O:12])=[O:11].[OH-].[Na+].Cl. Product: [S:1]1[C:5]2[CH:6]=[CH:7][CH:8]=[CH:9][C:4]=2[CH:3]=[C:2]1[S:10]([NH:13][C:14]1[CH:19]=[C:18]([Cl:20])[CH:17]=[CH:16][C:15]=1[S:21][CH2:22][C:23]1[CH:32]=[CH:31][CH:30]=[CH:29][C:24]=1[C:25]([OH:27])=[O:26])(=[O:11])=[O:12]. The catalyst class is: 5.